Dataset: Full USPTO retrosynthesis dataset with 1.9M reactions from patents (1976-2016). Task: Predict the reactants needed to synthesize the given product. (1) Given the product [CH2:26]([O:25][CH:17]([C:13]1[CH:12]=[C:11]2[C:16](=[CH:15][CH:14]=1)[N:8]([C:5]1[CH:6]=[CH:7][C:2]([F:1])=[CH:3][CH:4]=1)[N:9]=[CH:10]2)[C:18]([CH3:23])([CH3:24])[C:19]([O:21][CH3:22])=[O:20])[C:27]1[CH:32]=[CH:31][CH:30]=[CH:29][CH:28]=1, predict the reactants needed to synthesize it. The reactants are: [F:1][C:2]1[CH:7]=[CH:6][C:5]([N:8]2[C:16]3[C:11](=[CH:12][C:13]([CH:17]([OH:25])[C:18]([CH3:24])([CH3:23])[C:19]([O:21][CH3:22])=[O:20])=[CH:14][CH:15]=3)[CH:10]=[N:9]2)=[CH:4][CH:3]=1.[CH2:26](OC(=N)C(Cl)(Cl)Cl)[C:27]1[CH:32]=[CH:31][CH:30]=[CH:29][CH:28]=1. (2) Given the product [Br:9][CH2:10][C:11]1[N:8]=[C:4]2[CH:3]=[C:2]([Cl:1])[CH:7]=[CH:6][N:5]2[CH:12]=1, predict the reactants needed to synthesize it. The reactants are: [Cl:1][C:2]1[CH:7]=[CH:6][N:5]=[C:4]([NH2:8])[CH:3]=1.[Br:9][CH2:10][C:11](=O)[CH2:12]Br.